This data is from Forward reaction prediction with 1.9M reactions from USPTO patents (1976-2016). The task is: Predict the product of the given reaction. (1) Given the reactants CC1(C)[C@@H](O)C(=O)OC1.NCCC(O)=O.[O-2].[Ca+2].[C:18]([O-])(=[O:31])[CH2:19][CH2:20][NH:21][C:22](=[O:30])[C@H:23]([C:25]([CH2:28][OH:29])([CH3:27])[CH3:26])[OH:24].[Ca+2].[C:18]([O-])(=[O:31])[CH2:19][CH2:20][NH:21][C:22](=[O:30])[C@H:23]([C:25]([CH2:28][OH:29])([CH3:27])[CH3:26])[OH:24].NCCCO, predict the reaction product. The product is: [OH:31][CH2:18][CH2:19][CH2:20][NH:21][C:22](=[O:30])[C@H:23]([C:25]([CH2:28][OH:29])([CH3:27])[CH3:26])[OH:24]. (2) Given the reactants [F:1][C:2]1[CH:3]=[C:4]([S:10]([N:13]2[CH:26]([CH3:27])[C:25]3[C:20](=[CH:21][CH:22]=[CH:23][CH:24]=3)[C:19]3[CH:18]=[CH:17][CH:16]=[CH:15][C:14]2=3)(=[O:12])=[O:11])[CH:5]=[CH:6][C:7]=1[O:8][CH3:9].[Br:28]Br, predict the reaction product. The product is: [Br:28][C:17]1[CH:16]=[CH:15][C:14]2[N:13]([S:10]([C:4]3[CH:5]=[CH:6][C:7]([O:8][CH3:9])=[C:2]([F:1])[CH:3]=3)(=[O:11])=[O:12])[CH:26]([CH3:27])[C:25]3[C:20](=[CH:21][CH:22]=[CH:23][CH:24]=3)[C:19]=2[CH:18]=1. (3) Given the reactants [CH2:1]([O:3][C:4]1[CH:17]=[CH:16][C:7](/[CH:8]=[C:9]2/[C:10](=[O:15])[NH:11][C:12](=[O:14])[S:13]/2)=[CH:6][CH:5]=1)[CH3:2].Br[CH:19]([CH2:29][NH:30][C:31](=[O:37])[O:32][C:33]([CH3:36])([CH3:35])[CH3:34])[CH2:20][NH:21][C:22](=[O:28])[O:23][C:24]([CH3:27])([CH3:26])[CH3:25].C(OC1C=CC(/C=C2/C(=O)N(CCCNC(=O)OC(C)(C)C)C(=O)S/2)=CC=1)C, predict the reaction product. The product is: [CH2:1]([O:3][C:4]1[CH:17]=[CH:16][C:7](/[CH:8]=[C:9]2/[C:10](=[O:15])[N:11]([CH:19]([CH2:29][NH:30][C:31](=[O:37])[O:32][C:33]([CH3:36])([CH3:35])[CH3:34])[CH2:20][NH:21][C:22](=[O:28])[O:23][C:24]([CH3:27])([CH3:25])[CH3:26])[C:12](=[O:14])[S:13]/2)=[CH:6][CH:5]=1)[CH3:2].